From a dataset of Reaction yield outcomes from USPTO patents with 853,638 reactions. Predict the reaction yield, written as a fraction of the theoretical maximum amount of product (1.0 means a 100% yield; for example, 0.34 means a 34% yield). (1) The reactants are [CH3:1][O:2][C:3]1[CH:27]=[CH:26][C:6]([CH2:7][S:8][C:9](=[NH:25])[C:10]([C:23]#[N:24])=[C:11]([SH:22])[NH:12][C:13]([O:15][C:16]2[CH:21]=[CH:20][CH:19]=[CH:18][CH:17]=2)=[O:14])=[CH:5][CH:4]=1.N1C=CC=CC=1.II.Cl. The catalyst is C(OCC)(=O)C. The product is [C:16]1([O:15][C:13](=[O:14])[NH:12][C:11]2[S:22][N:25]=[C:9]([S:8][CH2:7][C:6]3[CH:26]=[CH:27][C:3]([O:2][CH3:1])=[CH:4][CH:5]=3)[C:10]=2[C:23]#[N:24])[CH:17]=[CH:18][CH:19]=[CH:20][CH:21]=1. The yield is 0.640. (2) The reactants are [CH2:1]([N:4]1[CH2:7][CH:6]([C:8]2[CH:13]=[CH:12][C:11]([NH2:14])=[CH:10][CH:9]=2)[CH2:5]1)[CH2:2][CH3:3].[F:15][C:16]([F:30])([F:29])[CH2:17][CH2:18][C:19]1[CH:24]=[CH:23][C:22]([S:25](Cl)(=[O:27])=[O:26])=[CH:21][CH:20]=1. The catalyst is C(Cl)Cl.N1C=CC=CC=1. The product is [CH2:1]([N:4]1[CH2:5][CH:6]([C:8]2[CH:9]=[CH:10][C:11]([NH:14][S:25]([C:22]3[CH:21]=[CH:20][C:19]([CH2:18][CH2:17][C:16]([F:15])([F:29])[F:30])=[CH:24][CH:23]=3)(=[O:27])=[O:26])=[CH:12][CH:13]=2)[CH2:7]1)[CH2:2][CH3:3]. The yield is 0.110.